From a dataset of Reaction yield outcomes from USPTO patents with 853,638 reactions. Predict the reaction yield, written as a fraction of the theoretical maximum amount of product (1.0 means a 100% yield; for example, 0.34 means a 34% yield). (1) The reactants are [C:1]([N:8]1[CH2:15][C@H:14]([OH:16])[CH2:13][C@H:9]1[C:10]([OH:12])=O)([O:3][C:4]([CH3:7])([CH3:6])[CH3:5])=[O:2].Cl.[CH:18]1([N:22]2[CH2:28][CH2:27][CH2:26][NH:25][CH2:24][CH2:23]2)[CH2:21][CH2:20][CH2:19]1.C(Cl)CCl.C1C=CC2N(O)N=NC=2C=1.CCN(CC)CC. The catalyst is CN(C=O)C.C([O-])(O)=O.[Na+]. The product is [C:4]([O:3][C:1]([N:8]1[CH2:15][C@H:14]([OH:16])[CH2:13][C@H:9]1[C:10]([N:25]1[CH2:26][CH2:27][CH2:28][N:22]([CH:18]2[CH2:19][CH2:20][CH2:21]2)[CH2:23][CH2:24]1)=[O:12])=[O:2])([CH3:5])([CH3:6])[CH3:7]. The yield is 0.560. (2) The reactants are [OH:1][C:2]1[CH:3]=[C:4]([NH:10][C:11]([NH2:13])=[S:12])[CH:5]=[CH:6][C:7]=1[O:8][CH3:9].Br[CH2:15][C:16](=O)[C:17]([O:19][CH2:20][CH3:21])=[O:18]. The catalyst is CN(C=O)C. The product is [OH:1][C:2]1[CH:3]=[C:4]([NH:10][C:11]2[S:12][CH:15]=[C:16]([C:17]([O:19][CH2:20][CH3:21])=[O:18])[N:13]=2)[CH:5]=[CH:6][C:7]=1[O:8][CH3:9]. The yield is 0.630. (3) The yield is 0.900. The product is [Br:1][C:2]1[CH:11]=[CH:10][C:9]2[O:8][C:7]3([CH3:16])[CH2:12][CH2:13][O:14][CH2:15][CH:6]3[C:5](=[O:17])[C:4]=2[CH:3]=1. The reactants are [Br:1][C:2]1[CH:11]=[CH:10][C:9]2[O:8][C@@:7]3([CH3:16])[CH2:12][CH2:13][O:14][CH2:15][C@H:6]3[C:5](=[O:17])[C:4]=2[CH:3]=1.C[Si]([N-][Si](C)(C)C)(C)C.[Li+].OC1C=CC=CC=1C(OCC)=O. The catalyst is O1CCCC1. (4) The reactants are [CH2:1]([N:3]([CH2:8][CH3:9])[CH2:4][CH2:5][C:6]#[N:7])[CH3:2].[NH2:10][OH:11]. The catalyst is CCO. The product is [CH2:1]([N:3]([CH2:8][CH3:9])[CH2:4][CH2:5][C:6](=[N:10][OH:11])[NH2:7])[CH3:2]. The yield is 0.926. (5) The reactants are [CH2:1]([O:8][C:9]1[CH:14]=[CH:13][C:12]([C@@H:15]([OH:18])[CH2:16][Br:17])=[CH:11][C:10]=1[N+:19]([O-])=O)[C:2]1[CH:7]=[CH:6][CH:5]=[CH:4][CH:3]=1.[C:22](OC(=O)C)(=[O:24])C.C(O)=O.NC1C=CC=CC=1. The catalyst is C1COCC1.C1(C)C=CC=CC=1.O=[Pt]=O. The product is [CH2:1]([O:8][C:9]1[CH:14]=[CH:13][C:12]([C@@H:15]([OH:18])[CH2:16][Br:17])=[CH:11][C:10]=1[NH:19][CH:22]=[O:24])[C:2]1[CH:7]=[CH:6][CH:5]=[CH:4][CH:3]=1. The yield is 0.780. (6) The reactants are [N+:1]([O-:4])([O-])=[O:2].[K+].[Br:6][C:7]1[CH:16]=[CH:15][CH:14]=[C:13]2[C:8]=1[CH:9]=[CH:10][N:11]=[CH:12]2. The catalyst is S(=O)(=O)(O)O. The product is [Br:6][C:7]1[CH:16]=[CH:15][C:14]([N+:1]([O-:4])=[O:2])=[C:13]2[C:8]=1[CH:9]=[CH:10][N:11]=[CH:12]2. The yield is 0.820. (7) The reactants are [CH2:1]([N:8]1[CH:16]=[C:15]2[C:10]([CH:11]=[C:12]([C:17]3[CH:18]=[C:19](Br)[N:20]4[C:25]=3[C:24]([NH2:26])=[N:23][CH:22]=[N:21]4)[CH:13]=[CH:14]2)=[N:9]1)[C:2]1[CH:7]=[CH:6][CH:5]=[CH:4][CH:3]=1.CC1(C)C(C)(C)OB([C:36]2[CH2:37][CH2:38][N:39]([C:42]([O:44][C:45]([CH3:48])([CH3:47])[CH3:46])=[O:43])[CH2:40][CH:41]=2)O1.ClCCl.C([O-])([O-])=O.[Na+].[Na+]. The catalyst is COCCOC.C1(P(C2C=CC=CC=2)[C-]2C=CC=C2)C=CC=CC=1.[C-]1(P(C2C=CC=CC=2)C2C=CC=CC=2)C=CC=C1.[Fe+2].Cl[Pd]Cl. The product is [NH2:26][C:24]1[C:25]2=[C:17]([C:12]3[CH:13]=[CH:14][C:15]4[C:10]([CH:11]=3)=[N:9][N:8]([CH2:1][C:2]3[CH:7]=[CH:6][CH:5]=[CH:4][CH:3]=3)[CH:16]=4)[CH:18]=[C:19]([C:36]3[CH2:41][CH2:40][N:39]([C:42]([O:44][C:45]([CH3:48])([CH3:47])[CH3:46])=[O:43])[CH2:38][CH:37]=3)[N:20]2[N:21]=[CH:22][N:23]=1. The yield is 0.690. (8) The catalyst is CN(C=O)C.O. The reactants are [CH3:1][S:2][C:3]1[N:4]=[C:5]([NH:14][C:15]2[CH:20]=[CH:19][C:18]([C:21]([F:24])([F:23])[F:22])=[CH:17][CH:16]=2)[C:6]2[CH2:12][CH2:11][NH:10][CH2:9][CH2:8][C:7]=2[N:13]=1.[CH3:25][O:26][C:27](=[O:36])[C:28]1[CH:33]=[C:32]([Cl:34])[C:31](Cl)=[N:30][CH:29]=1.CCN(CC)CC. The product is [Cl:34][C:32]1[CH:33]=[C:28]([C:27]([O:26][CH3:25])=[O:36])[CH:29]=[N:30][C:31]=1[N:10]1[CH2:11][CH2:12][C:6]2[C:5]([NH:14][C:15]3[CH:20]=[CH:19][C:18]([C:21]([F:22])([F:24])[F:23])=[CH:17][CH:16]=3)=[N:4][C:3]([S:2][CH3:1])=[N:13][C:7]=2[CH2:8][CH2:9]1. The yield is 0.740. (9) The yield is 0.590. The product is [OH:1][CH2:2][C:3]1([CH2:42][OH:43])[O:7][N:6]=[C:5]([C:8]2[CH:13]=[CH:12][C:11]([C:14]3[CH:19]=[CH:18][C:17]([N:20]4[CH2:24][C@H:23]([CH2:25][NH:26][C:34]5[CH:38]=[N:37][S:36][N:35]=5)[O:22][C:21]4=[O:39])=[CH:16][C:15]=3[F:40])=[C:10]([F:41])[CH:9]=2)[CH2:4]1. The catalyst is ClCCl. The reactants are [OH:1][CH2:2][C:3]1([CH2:42][OH:43])[O:7][N:6]=[C:5]([C:8]2[CH:13]=[CH:12][C:11]([C:14]3[CH:19]=[CH:18][C:17]([N:20]4[CH2:24][C@H:23]([CH2:25][N:26]([C:34]5[CH:38]=[N:37][S:36][N:35]=5)C(=O)OC(C)(C)C)[O:22][C:21]4=[O:39])=[CH:16][C:15]=3[F:40])=[C:10]([F:41])[CH:9]=2)[CH2:4]1.FC(F)(F)C(O)=O.